Dataset: Reaction yield outcomes from USPTO patents with 853,638 reactions. Task: Predict the reaction yield, written as a fraction of the theoretical maximum amount of product (1.0 means a 100% yield; for example, 0.34 means a 34% yield). (1) The reactants are [CH3:1][CH2:2][O-:3].[Na+].[Br:5][C:6]1[CH:7]=[C:8]([C:16]2[N:17]=[C:18]3[N:23]([CH:24]=2)[N:22]=[C:21](Cl)[CH:20]=[CH:19]3)[CH:9]=[CH:10][C:11]=1[C:12]([F:15])([F:14])[F:13]. The catalyst is C1COCC1. The product is [Br:5][C:6]1[CH:7]=[C:8]([C:16]2[N:17]=[C:18]3[CH:19]=[CH:20][C:21]([O:3][CH2:2][CH3:1])=[N:22][N:23]3[CH:24]=2)[CH:9]=[CH:10][C:11]=1[C:12]([F:15])([F:14])[F:13]. The yield is 0.888. (2) The reactants are [Al+3].[Cl-].[Cl-].[Cl-].[CH3:5][O:6][C:7](=[O:11])[C:8](Cl)=[O:9].[C:12]1([OH:22])[C:21]2[C:16](=[CH:17][CH:18]=[CH:19][CH:20]=2)[CH:15]=[CH:14][CH:13]=1.O. The catalyst is C(Cl)Cl. The product is [CH3:5][O:6][C:7](=[O:11])[C:8]([C:15]1[C:16]2[C:21](=[CH:20][CH:19]=[CH:18][CH:17]=2)[C:12]([OH:22])=[CH:13][CH:14]=1)=[O:9]. The yield is 0.380. (3) The reactants are [C:1]([NH:5][CH2:6][CH2:7][C:8]([C:10]1[CH:15]=[CH:14][CH:13]=[CH:12][CH:11]=1)=[O:9])([CH3:4])([CH3:3])[CH3:2].C([O-])([O-])=O.[K+].[K+].Cl[C:23]([O:25][CH3:26])=[O:24]. The catalyst is C(Cl)Cl. The product is [C:1]([N:5]([CH2:6][CH2:7][C:8](=[O:9])[C:10]1[CH:11]=[CH:12][CH:13]=[CH:14][CH:15]=1)[C:23](=[O:24])[O:25][CH3:26])([CH3:4])([CH3:2])[CH3:3]. The yield is 0.690. (4) The reactants are Br[C:2]1[CH:3]=[CH:4][C:5]([CH:8]2[CH2:10][CH2:9]2)=[N:6][CH:7]=1.[B:11]1([B:11]2[O:15][C:14]([CH3:17])([CH3:16])[C:13]([CH3:19])([CH3:18])[O:12]2)[O:15][C:14]([CH3:17])([CH3:16])[C:13]([CH3:19])([CH3:18])[O:12]1.C([O-])(=O)C.[K+]. The catalyst is O1CCOCC1.CCOCC. The product is [CH:8]1([C:5]2[CH:4]=[CH:3][C:2]([B:11]3[O:15][C:14]([CH3:17])([CH3:16])[C:13]([CH3:19])([CH3:18])[O:12]3)=[CH:7][N:6]=2)[CH2:10][CH2:9]1. The yield is 1.03.